Dataset: Reaction yield outcomes from USPTO patents with 853,638 reactions. Task: Predict the reaction yield, written as a fraction of the theoretical maximum amount of product (1.0 means a 100% yield; for example, 0.34 means a 34% yield). (1) The reactants are Cl.CO[C:4]1[CH:9]=[CH:8][N:7]=[CH:6][C:5]=1[N+:10]([O-:12])=[O:11].[CH2:13]([NH2:15])[CH3:14]. The catalyst is C(O)C.O. The product is [CH2:13]([NH:15][C:4]1[CH:9]=[CH:8][N:7]=[CH:6][C:5]=1[N+:10]([O-:12])=[O:11])[CH3:14]. The yield is 0.960. (2) The reactants are [CH3:1][C:2]1[C:24]([C:25]2[S:26][C:27](C3N=CN(C4CCCCO4)N=3)=[C:28](C3C=CC=CC=3)[N:29]=2)=[C:5]2[CH:6]=[C:7](OC3CCN(C(OC(C)(C)C)=O)CC3)[CH:8]=[CH:9][N:4]2[N:3]=1.[F:47][C:48]1[CH:53]=[C:52]([F:54])[CH:51]=[CH:50][C:49]=1B(O)O.[C:58](=[O:61])([O-])[O-:59].[Cs+].[Cs+].Cl[CH2:65]Cl.C(=O)(O)[O-].[Na+]. The catalyst is COCCOC.O.CCOC(C)=O. The product is [F:47][C:48]1[CH:53]=[C:52]([F:54])[CH:51]=[CH:50][C:49]=1[C:28]1[N:29]=[C:25]([C:24]2[C:2]([CH3:1])=[N:3][N:4]3[CH:9]=[CH:8][CH:7]=[CH:6][C:5]=23)[S:26][C:27]=1[C:58]([O:59][CH3:65])=[O:61]. The yield is 0.870. (3) The reactants are [CH2:1]([O:4][C:5]1([CH3:45])[CH2:10][CH2:9][N:8]([C:11]2[N:16]3[N:17]=[C:18]([C:20]4[S:21][C:22]([CH2:25][C:26]5[CH:31]=[CH:30][CH:29]=[CH:28][C:27]=5[OH:32])=[CH:23][N:24]=4)[CH:19]=[C:15]3[N:14]=[C:13]([CH3:33])[C:12]=2[C@H:34]([O:40][C:41]([CH3:44])([CH3:43])[CH3:42])[C:35]([O:37][CH2:38][CH3:39])=[O:36])[CH2:7][CH2:6]1)[CH:2]=[CH2:3].C([O-])([O-])=O.[K+].[K+].Br[CH2:53][CH:54]=[CH2:55].O. The catalyst is CN(C=O)C. The product is [CH2:1]([O:4][C:5]1([CH3:45])[CH2:10][CH2:9][N:8]([C:11]2[N:16]3[N:17]=[C:18]([C:20]4[S:21][C:22]([CH2:25][C:26]5[CH:31]=[CH:30][CH:29]=[CH:28][C:27]=5[O:32][CH2:55][CH:54]=[CH2:53])=[CH:23][N:24]=4)[CH:19]=[C:15]3[N:14]=[C:13]([CH3:33])[C:12]=2[C@H:34]([O:40][C:41]([CH3:44])([CH3:43])[CH3:42])[C:35]([O:37][CH2:38][CH3:39])=[O:36])[CH2:7][CH2:6]1)[CH:2]=[CH2:3]. The yield is 0.830. (4) The reactants are Br[C:2]1[C:8]([CH:9]([F:11])[F:10])=[CH:7][C:5]([NH2:6])=[C:4]([F:12])[CH:3]=1.[CH3:13][N:14]1[CH:18]=[C:17](B2OC(C)(C)C(C)(C)O2)[CH:16]=[N:15]1.C([O-])([O-])=O.[Na+].[Na+]. The catalyst is O1CCOCC1.O.C1C=CC(P(C2C=CC=CC=2)[C-]2C=CC=C2)=CC=1.C1C=CC(P(C2C=CC=CC=2)[C-]2C=CC=C2)=CC=1.Cl[Pd]Cl.[Fe+2]. The product is [F:10][CH:9]([F:11])[C:8]1[C:2]([C:17]2[CH:16]=[N:15][N:14]([CH3:13])[CH:18]=2)=[CH:3][C:4]([F:12])=[C:5]([CH:7]=1)[NH2:6]. The yield is 0.770.